Dataset: NCI-60 drug combinations with 297,098 pairs across 59 cell lines. Task: Regression. Given two drug SMILES strings and cell line genomic features, predict the synergy score measuring deviation from expected non-interaction effect. (1) Drug 1: COC1=C(C=C2C(=C1)N=CN=C2NC3=CC(=C(C=C3)F)Cl)OCCCN4CCOCC4. Drug 2: CCC1(CC2CC(C3=C(CCN(C2)C1)C4=CC=CC=C4N3)(C5=C(C=C6C(=C5)C78CCN9C7C(C=CC9)(C(C(C8N6C=O)(C(=O)OC)O)OC(=O)C)CC)OC)C(=O)OC)O.OS(=O)(=O)O. Cell line: DU-145. Synergy scores: CSS=60.6, Synergy_ZIP=10.9, Synergy_Bliss=11.9, Synergy_Loewe=12.3, Synergy_HSA=12.5. (2) Drug 1: C1CCC(C1)C(CC#N)N2C=C(C=N2)C3=C4C=CNC4=NC=N3. Drug 2: CC(CN1CC(=O)NC(=O)C1)N2CC(=O)NC(=O)C2. Cell line: HT29. Synergy scores: CSS=39.3, Synergy_ZIP=7.02, Synergy_Bliss=6.06, Synergy_Loewe=-0.598, Synergy_HSA=2.02. (3) Drug 1: CCCS(=O)(=O)NC1=C(C(=C(C=C1)F)C(=O)C2=CNC3=C2C=C(C=N3)C4=CC=C(C=C4)Cl)F. Drug 2: CN(CCCl)CCCl.Cl. Cell line: SF-268. Synergy scores: CSS=1.67, Synergy_ZIP=-2.35, Synergy_Bliss=0.0194, Synergy_Loewe=-19.8, Synergy_HSA=-4.39. (4) Drug 1: C1=C(C(=O)NC(=O)N1)N(CCCl)CCCl. Drug 2: CS(=O)(=O)CCNCC1=CC=C(O1)C2=CC3=C(C=C2)N=CN=C3NC4=CC(=C(C=C4)OCC5=CC(=CC=C5)F)Cl. Cell line: TK-10. Synergy scores: CSS=7.97, Synergy_ZIP=-8.06, Synergy_Bliss=-0.825, Synergy_Loewe=-9.41, Synergy_HSA=0.0227.